Dataset: Forward reaction prediction with 1.9M reactions from USPTO patents (1976-2016). Task: Predict the product of the given reaction. (1) Given the reactants Br[C:2]1[CH:7]=[CH:6][CH:5]=[CH:4][N:3]=1.[Li]CCCC.[CH2:13]([Sn:17]([CH2:23][CH2:24][CH2:25][CH3:26])([CH2:19][CH2:20][CH2:21][CH3:22])Cl)[CH2:14][CH2:15][CH3:16], predict the reaction product. The product is: [CH2:23]([Sn:17]([CH2:13][CH2:14][CH2:15][CH3:16])([CH2:19][CH2:20][CH2:21][CH3:22])[C:2]1[CH:7]=[CH:6][CH:5]=[CH:4][N:3]=1)[CH2:24][CH2:25][CH3:26]. (2) Given the reactants C(NC1C=CC(C2C=C3C(=CC=2)C(=O)N([C@@H](C(C)C)C(O)=O)C3)=CC=1)(=O)C1C=CC=CC=1.[CH3:33][CH:34]([CH3:66])[C@H:35]([N:40]1[CH2:48][C:47]2[C:42](=[CH:43][CH:44]=[C:45]([C:49]3[CH:54]=[CH:53][C:52]([NH:55][C:56](=[O:64])[C:57]4[CH:62]=[CH:61][C:60]([CH3:63])=[CH:59][CH:58]=4)=[CH:51][CH:50]=3)[CH:46]=2)[C:41]1=[O:65])[C:36]([O:38]C)=[O:37], predict the reaction product. The product is: [CH3:33][CH:34]([CH3:66])[C@H:35]([N:40]1[CH2:48][C:47]2[C:42](=[CH:43][CH:44]=[C:45]([C:49]3[CH:54]=[CH:53][C:52]([NH:55][C:56](=[O:64])[C:57]4[CH:58]=[CH:59][C:60]([CH3:63])=[CH:61][CH:62]=4)=[CH:51][CH:50]=3)[CH:46]=2)[C:41]1=[O:65])[C:36]([OH:38])=[O:37]. (3) The product is: [CH3:17][Si:18]([C:21]#[C:22][C:2]1[CH:16]=[CH:15][C:5]([N:6]([CH2:11][CH2:12][CH2:13][CH3:14])[CH2:7][CH2:8][CH2:9][CH3:10])=[CH:4][CH:3]=1)([CH3:20])[CH3:19]. Given the reactants I[C:2]1[CH:16]=[CH:15][C:5]([N:6]([CH2:11][CH2:12][CH2:13][CH3:14])[CH2:7][CH2:8][CH2:9][CH3:10])=[CH:4][CH:3]=1.[CH3:17][Si:18]([C:21]#[CH:22])([CH3:20])[CH3:19], predict the reaction product. (4) Given the reactants C(C(CCCCCCCCCCCC)CO)CCCCCCCCC.C[C:27]1[NH:33]C(N)=[N:31][C:29](=O)[CH:28]=1.[N-:35]=[C:36]=[O:37].C1C(=O)NC(N)=[N:40]C=1.[CH2:46]([OH:48])C, predict the reaction product. The product is: [NH:35]([C:29]1[CH:28]=[CH:27][NH:33][C:46](=[O:48])[N:31]=1)[C:36]([NH2:40])=[O:37]. (5) Given the reactants [CH3:1][O:2][C:3](=[O:25])[C@H:4]([NH:14][C:15]([O:17][CH2:18][C:19]1[CH:24]=[CH:23][CH:22]=[CH:21][CH:20]=1)=[O:16])[CH2:5][C:6]1[CH:11]=[CH:10][C:9]([NH2:12])=[C:8]([NH2:13])[CH:7]=1.C(N(CC)CC)C.[C:33](N1C=CN=C1)(N1C=CN=C1)=[O:34], predict the reaction product. The product is: [CH3:1][O:2][C:3]([C@H:4]([NH:14][C:15](=[O:16])[O:17][CH2:18][C:19]1[CH:24]=[CH:23][CH:22]=[CH:21][CH:20]=1)[CH2:5][C:6]1[CH:11]=[CH:10][C:9]2[NH:12][C:33](=[O:34])[NH:13][C:8]=2[CH:7]=1)=[O:25].